From a dataset of Full USPTO retrosynthesis dataset with 1.9M reactions from patents (1976-2016). Predict the reactants needed to synthesize the given product. (1) Given the product [CH3:1][O:2][C@H:3]1[CH2:8][CH2:7][C@H:6]([N:10]2[CH2:11][CH2:12][CH:13]([NH:16][C:17](=[O:23])[O:18][C:19]([CH3:21])([CH3:20])[CH3:22])[CH2:14][CH2:15]2)[CH2:5][CH2:4]1, predict the reactants needed to synthesize it. The reactants are: [CH3:1][O:2][CH:3]1[CH2:8][CH2:7][C:6](=O)[CH2:5][CH2:4]1.[NH:10]1[CH2:15][CH2:14][CH:13]([NH:16][C:17](=[O:23])[O:18][C:19]([CH3:22])([CH3:21])[CH3:20])[CH2:12][CH2:11]1.C(O[BH-](OC(=O)C)OC(=O)C)(=O)C.[Na+]. (2) Given the product [Br:18][C:3]1[CH:4]=[CH:5][C:6]([NH:8][CH2:9][C:10]2[CH:15]=[CH:14][C:13]([O:16][CH3:17])=[CH:12][CH:11]=2)=[N:7][C:2]=1[F:1], predict the reactants needed to synthesize it. The reactants are: [F:1][C:2]1[N:7]=[C:6]([NH:8][CH2:9][C:10]2[CH:15]=[CH:14][C:13]([O:16][CH3:17])=[CH:12][CH:11]=2)[CH:5]=[CH:4][CH:3]=1.[Br:18]N1C(=O)CCC1=O.